This data is from Peptide-MHC class II binding affinity with 134,281 pairs from IEDB. The task is: Regression. Given a peptide amino acid sequence and an MHC pseudo amino acid sequence, predict their binding affinity value. This is MHC class II binding data. The peptide sequence is GRDIHYQEGVPSYEQV. The MHC is H-2-IAb with pseudo-sequence H-2-IAb. The binding affinity (normalized) is 0.406.